From a dataset of Reaction yield outcomes from USPTO patents with 853,638 reactions. Predict the reaction yield, written as a fraction of the theoretical maximum amount of product (1.0 means a 100% yield; for example, 0.34 means a 34% yield). (1) The reactants are [Cl:1][C:2]1[CH:3]=[C:4]([CH:7]=[CH:8][C:9]=1[CH2:10][C:11]([OH:29])([C:25]([F:28])([F:27])[F:26])[CH2:12][C:13]([C:16]1[CH:21]=[C:20]([F:22])[CH:19]=[CH:18][C:17]=1[O:23][CH3:24])([CH3:15])[CH3:14])[CH:5]=[O:6].[H-].[Al+3].[Li+].[H-].[H-].[H-]. The catalyst is C1COCC1. The product is [Cl:1][C:2]1[CH:3]=[C:4]([CH2:5][OH:6])[CH:7]=[CH:8][C:9]=1[CH2:10][C:11]([OH:29])([CH2:12][C:13]([C:16]1[CH:21]=[C:20]([F:22])[CH:19]=[CH:18][C:17]=1[O:23][CH3:24])([CH3:15])[CH3:14])[C:25]([F:28])([F:27])[F:26]. The yield is 0.880. (2) The reactants are [O-][CH2:2]C.[Na+].[Na].CN(/[CH:9]=[CH:10]/[C:11]([C:13]1[N:18]=[CH:17][CH:16]=[CH:15][CH:14]=1)=O)C.[NH2:19][C:20]([NH2:22])=[S:21].IC. The catalyst is [Cl-].[NH4+].O.C(O)C. The product is [CH3:2][S:21][C:20]1[N:22]=[C:11]([C:13]2[CH:14]=[CH:15][CH:16]=[CH:17][N:18]=2)[CH:10]=[CH:9][N:19]=1. The yield is 0.960. (3) The reactants are Br[C:2]1[CH:13]=[CH:12][C:5]2[O:6][C:7]([CH3:11])([CH3:10])[O:8][CH2:9][C:4]=2[CH:3]=1.C([Li])CCC.CON(C)[C:22](=[O:24])[CH3:23].Cl. The catalyst is C1COCC1.C(OCC)(=O)C. The product is [CH3:10][C:7]1([CH3:11])[O:6][C:5]2[CH:12]=[CH:13][C:2]([C:22](=[O:24])[CH3:23])=[CH:3][C:4]=2[CH2:9][O:8]1. The yield is 0.530. (4) The reactants are [F:1][C:2]([F:26])([F:25])[C:3]1[CH:20]=[C:19]([C:21]([F:24])([F:23])[F:22])[CH:18]=[CH:17][C:4]=1[CH2:5][O:6][C:7]1[CH:14]=[CH:13][C:10]([CH:11]=O)=[CH:9][C:8]=1[O:15][CH3:16].[S:27]1[CH2:33][C:31](=[O:32])[NH:30][C:28]1=[S:29].CCO. The catalyst is CCOC(C)=O. The product is [F:1][C:2]([F:25])([F:26])[C:3]1[CH:20]=[C:19]([C:21]([F:24])([F:23])[F:22])[CH:18]=[CH:17][C:4]=1[CH2:5][O:6][C:7]1[CH:14]=[CH:13][C:10]([CH:11]=[C:33]2[S:27][C:28](=[S:29])[NH:30][C:31]2=[O:32])=[CH:9][C:8]=1[O:15][CH3:16]. The yield is 0.230. (5) The reactants are FC(F)(F)C(O)=O.[OH:8][C:9]1[CH:18]=[C:17]2[C:12]([C:13]([NH:19][C:20]3[CH:25]=[CH:24][CH:23]=[C:22]([CH3:26])[CH:21]=3)=[N:14][CH:15]=[N:16]2)=[C:11]([O:27][CH:28]2[CH2:33][CH2:32][N:31]([CH3:34])[CH2:30][CH2:29]2)[CH:10]=1.[CH3:35][O:36][CH2:37][CH2:38]Br. No catalyst specified. The product is [CH3:35][O:36][CH2:37][CH2:38][O:8][C:9]1[CH:18]=[C:17]2[C:12]([C:13]([NH:19][C:20]3[CH:25]=[CH:24][CH:23]=[C:22]([CH3:26])[CH:21]=3)=[N:14][CH:15]=[N:16]2)=[C:11]([O:27][CH:28]2[CH2:29][CH2:30][N:31]([CH3:34])[CH2:32][CH2:33]2)[CH:10]=1. The yield is 0.360. (6) The reactants are [CH2:1]([C:3]1[N:4]([C:28]2[CH:33]=[CH:32][C:31]([OH:34])=[CH:30][CH:29]=2)[C:5](=[O:27])[C:6]([CH2:12][C:13]2[CH:18]=[CH:17][C:16]([C:19]3[C:20]([C:25]#[N:26])=[CH:21][CH:22]=[CH:23][CH:24]=3)=[CH:15][CH:14]=2)=[C:7]([CH2:9][CH2:10][CH3:11])[N:8]=1)[CH3:2].[CH3:35][CH:36]1[CH2:41][CH:40](O)[CH2:39][CH2:38][O:37]1.C1(P(C2C=CC=CC=2)C2C=CC=CC=2)C=CC=CC=1.[N:63]([C:64]([O:66]C(C)C)=[O:65])=[N:63][C:64]([O:66]C(C)C)=[O:65]. The catalyst is O1CCCC1.O. The product is [CH2:1]([C:3]1[N:4]([C:28]2[CH:33]=[CH:32][C:31]([O:34][CH:40]3[CH2:39][CH2:38][O:37][CH:36]([CH3:35])[CH2:41]3)=[CH:30][CH:29]=2)[C:5](=[O:27])[C:6]([CH2:12][C:13]2[CH:18]=[CH:17][C:16]([C:19]3[CH:24]=[CH:23][CH:22]=[CH:21][C:20]=3[C:25]3[NH:63][C:64](=[O:65])[O:66][N:26]=3)=[CH:15][CH:14]=2)=[C:7]([CH2:9][CH2:10][CH3:11])[N:8]=1)[CH3:2]. The yield is 0.600. (7) The reactants are C(Cl)(Cl)[Cl:2].C1(P(C2C=CC=CC=2)C2C=CC=CC=2)C=CC=CC=1.[F:24][C:25]1[CH:30]=[CH:29][C:28]([NH:31][C:32]2[N:33]([CH3:54])[C:34]3[C:43]4[C:42](=[O:44])[NH:41][C:40]([CH:45](OC(=O)C)[CH:46]=[CH2:47])=[C:39]([CH3:52])[C:38]=4[CH:37]=[CH:36][C:35]=3[N:53]=2)=[C:27]([CH3:55])[CH:26]=1.[C:56]1([P:62]2(=[O:68])[CH2:67][CH2:66][NH:65][CH2:64][CH2:63]2)[CH:61]=[CH:60][CH:59]=[CH:58][CH:57]=1. The catalyst is CO.C1C=CC(/C=C/C(/C=C/C2C=CC=CC=2)=O)=CC=1.C1C=CC(/C=C/C(/C=C/C2C=CC=CC=2)=O)=CC=1.C1C=CC(/C=C/C(/C=C/C2C=CC=CC=2)=O)=CC=1.[Pd].[Pd].C(OCC)C.C1COCC1. The product is [ClH:2].[F:24][C:25]1[CH:30]=[CH:29][C:28]([NH:31][C:32]2[N:33]([CH3:54])[C:34]3[C:43]4[C:42](=[O:44])[NH:41][C:40]([CH:45]=[CH:46][CH2:47][N:65]5[CH2:64][CH2:63][P:62](=[O:68])([C:56]6[CH:61]=[CH:60][CH:59]=[CH:58][CH:57]=6)[CH2:67][CH2:66]5)=[C:39]([CH3:52])[C:38]=4[CH:37]=[CH:36][C:35]=3[N:53]=2)=[C:27]([CH3:55])[CH:26]=1. The yield is 0.520. (8) The reactants are Br[C:2]1[CH:7]=[CH:6][C:5]([OH:8])=[CH:4][CH:3]=1.[F:9][C:10]([F:21])([F:20])[C:11]1[CH:16]=[CH:15][C:14](B(O)O)=[CH:13][CH:12]=1.C(=O)([O-])[O-].[K+].[K+]. The catalyst is O.C([O-])(=O)C.[Pd+2].C([O-])(=O)C. The product is [F:9][C:10]([F:21])([F:20])[C:11]1[CH:16]=[CH:15][C:14]([C:2]2[CH:7]=[CH:6][C:5]([OH:8])=[CH:4][CH:3]=2)=[CH:13][CH:12]=1. The yield is 0.870.